The task is: Predict the reactants needed to synthesize the given product.. This data is from Full USPTO retrosynthesis dataset with 1.9M reactions from patents (1976-2016). (1) The reactants are: [F:1][C:2]1[CH:7]=[CH:6][CH:5]=[CH:4][C:3]=1[OH:8].Br[CH2:10][C@@H:11]([CH3:14])[CH2:12][Cl:13]. Given the product [Cl:13][CH2:12][C@H:11]([CH3:14])[CH2:10][O:8][C:3]1[CH:4]=[CH:5][CH:6]=[CH:7][C:2]=1[F:1], predict the reactants needed to synthesize it. (2) Given the product [NH2:26][C:24]1[C:25]2[C:12]3[CH:11]=[CH:10][N:9]([CH2:13][CH3:14])[C:8](=[O:15])[C:7]=3[C:5]([C:4]3[CH:3]=[C:2]([F:1])[CH:18]=[C:17]([F:19])[CH:16]=3)=[N:20][C:21]=2[NH:22][N:23]=1, predict the reactants needed to synthesize it. The reactants are: [F:1][C:2]1[CH:3]=[C:4]([CH:16]=[C:17]([F:19])[CH:18]=1)[C:5]([C:7]1[C:8](=[O:15])[N:9]([CH2:13][CH3:14])[CH:10]=[CH:11][CH:12]=1)=O.[NH2:20][C:21]1[CH:25]=[C:24]([NH:26]C(=O)OC(C)(C)C)[NH:23][N:22]=1.C([O-])(=O)C.[NH4+]. (3) Given the product [CH3:20][N:18]1[CH:19]=[C:15]([N:14]2[C:5]3[C:4]4[CH:3]=[C:2]([C:32]5[CH:31]=[N:30][C:29]([CH3:43])=[C:28]([O:27][CH:26]([CH2:25][F:24])[CH2:44][F:45])[CH:33]=5)[CH:11]=[CH:10][C:9]=4[N:8]=[CH:7][C:6]=3[N:12]([CH3:23])[C:13]2=[O:22])[C:16]([CH3:21])=[N:17]1, predict the reactants needed to synthesize it. The reactants are: Br[C:2]1[CH:11]=[CH:10][C:9]2[N:8]=[CH:7][C:6]3[N:12]([CH3:23])[C:13](=[O:22])[N:14]([C:15]4[C:16]([CH3:21])=[N:17][N:18]([CH3:20])[CH:19]=4)[C:5]=3[C:4]=2[CH:3]=1.[F:24][CH2:25][CH:26]([CH2:44][F:45])[O:27][C:28]1[C:29]([CH3:43])=[N:30][CH:31]=[C:32](B2OC(C)(C)C(C)(C)O2)[CH:33]=1. (4) Given the product [ClH:56].[NH2:8][CH2:9][C@H:10]1[CH2:15][CH2:14][C@H:13]([C:16]([NH:18][C@@H:19]([CH2:35][C:36]2[CH:37]=[CH:38][C:39]([C:42]3[CH:47]=[CH:46][C:45]([C:48](=[O:54])[NH:49][CH:50]4[CH2:53][CH2:52][CH2:51]4)=[CH:44][C:43]=3[CH3:55])=[CH:40][CH:41]=2)[C:20]([NH:22][C:23]2[CH:31]=[C:30]3[C:26]([CH:27]=[C:28]([C:32]([OH:34])=[O:33])[NH:29]3)=[CH:25][CH:24]=2)=[O:21])=[O:17])[CH2:12][CH2:11]1, predict the reactants needed to synthesize it. The reactants are: C(OC([NH:8][CH2:9][C@H:10]1[CH2:15][CH2:14][C@H:13]([C:16]([NH:18][C@@H:19]([CH2:35][C:36]2[CH:41]=[CH:40][C:39]([C:42]3[CH:47]=[CH:46][C:45]([C:48](=[O:54])[NH:49][CH:50]4[CH2:53][CH2:52][CH2:51]4)=[CH:44][C:43]=3[CH3:55])=[CH:38][CH:37]=2)[C:20]([NH:22][C:23]2[CH:31]=[C:30]3[C:26]([CH:27]=[C:28]([C:32]([OH:34])=[O:33])[NH:29]3)=[CH:25][CH:24]=2)=[O:21])=[O:17])[CH2:12][CH2:11]1)=O)(C)(C)C.[ClH:56]. (5) Given the product [Cl:1][C:2]1[CH:7]=[C:6]([Cl:8])[CH:5]=[CH:4][C:3]=1[C:9]1[N:25]=[CH:23][O:12][C:11]=1[C:13]1[CH:18]=[CH:17][C:16]([Cl:19])=[CH:15][C:14]=1[Cl:20], predict the reactants needed to synthesize it. The reactants are: [Cl:1][C:2]1[CH:7]=[C:6]([Cl:8])[CH:5]=[CH:4][C:3]=1[C:9]([CH:11]([C:13]1[CH:18]=[CH:17][C:16]([Cl:19])=[CH:15][C:14]=1[Cl:20])[OH:12])=O.C=O.[CH:23]([NH2:25])=O. (6) Given the product [C:23]([O:22][C:20]([N:15]1[CH2:14][CH:13]2[O:19][CH:17]([CH2:18][NH:11][CH2:12]2)[CH2:16]1)=[O:21])([CH3:26])([CH3:24])[CH3:25], predict the reactants needed to synthesize it. The reactants are: C(OC([N:11]1[CH2:18][CH:17]2[O:19][CH:13]([CH2:14][N:15]([C:20]([O:22][C:23]([CH3:26])([CH3:25])[CH3:24])=[O:21])[CH2:16]2)[CH2:12]1)=O)C1C=CC=CC=1. (7) Given the product [CH2:1]([O:3][C:4]1[CH:5]=[C:6]([CH:30]=[C:31]([O:34][CH2:35][CH3:36])[C:32]=1[N:48]1[CH:52]=[CH:51][CH:50]=[CH:49]1)[CH2:7][N:8]1[CH2:13][CH2:12][CH:11]([NH:14][C:15]2[O:16][C:17]3[CH:23]=[CH:22][C:21]([O:24][CH2:25][CH:26]([OH:29])[CH2:27][OH:28])=[CH:20][C:18]=3[N:19]=2)[CH2:10][CH2:9]1)[CH3:2], predict the reactants needed to synthesize it. The reactants are: [CH2:1]([O:3][C:4]1[CH:5]=[C:6]([CH:30]=[C:31]([O:34][CH2:35][CH3:36])[C:32]=1F)[CH2:7][N:8]1[CH2:13][CH2:12][CH:11]([NH:14][C:15]2[O:16][C:17]3[CH:23]=[CH:22][C:21]([O:24][CH2:25][CH:26]([OH:29])[CH2:27][OH:28])=[CH:20][C:18]=3[N:19]=2)[CH2:10][CH2:9]1)[CH3:2].C(OC1C=C(C=C(OCC)C=1[N:48]1[CH:52]=[CH:51][CH:50]=[CH:49]1)C=O)C.C([BH3-])#N.[Na+].C(N(C(C)C)C(C)C)C. (8) Given the product [O:24]=[S:16]1(=[O:25])[C:17]2[CH:23]=[CH:22][CH:21]=[CH:20][C:18]=2[CH2:19][N:13]([C:4]2[CH:3]=[C:2]([NH:34][CH2:33][CH2:32][N:26]3[CH2:31][CH2:30][NH:29][CH2:28][CH2:27]3)[C:11]3[C:6](=[CH:7][CH:8]=[C:9]([CH3:12])[CH:10]=3)[N:5]=2)[CH2:14][CH2:15]1, predict the reactants needed to synthesize it. The reactants are: Cl[C:2]1[C:11]2[C:6](=[CH:7][CH:8]=[C:9]([CH3:12])[CH:10]=2)[N:5]=[C:4]([N:13]2[CH2:19][C:18]3[CH:20]=[CH:21][CH:22]=[CH:23][C:17]=3[S:16](=[O:25])(=[O:24])[CH2:15][CH2:14]2)[CH:3]=1.[N:26]1([CH2:32][CH2:33][NH2:34])[CH2:31][CH2:30][NH:29][CH2:28][CH2:27]1.